From a dataset of Full USPTO retrosynthesis dataset with 1.9M reactions from patents (1976-2016). Predict the reactants needed to synthesize the given product. (1) Given the product [C:7]([NH:1][C@@H:2]([CH2:5][CH3:6])[CH2:3][OH:4])([C:8]1[CH:13]=[CH:12][CH:11]=[CH:10][CH:9]=1)([C:20]1[CH:21]=[CH:22][CH:23]=[CH:24][CH:25]=1)[C:14]1[CH:15]=[CH:16][CH:17]=[CH:18][CH:19]=1, predict the reactants needed to synthesize it. The reactants are: [NH2:1][C@@H:2]([CH2:5][CH3:6])[CH2:3][OH:4].[C:7](Cl)([C:20]1[CH:25]=[CH:24][CH:23]=[CH:22][CH:21]=1)([C:14]1[CH:19]=[CH:18][CH:17]=[CH:16][CH:15]=1)[C:8]1[CH:13]=[CH:12][CH:11]=[CH:10][CH:9]=1.CCCCCC.CCOCC.CO. (2) Given the product [CH3:29][N:12]([S:9]([C:4]1[CH:5]=[CH:6][CH:7]=[CH:8][C:3]=1[C:2]([F:27])([F:1])[F:28])(=[O:11])=[O:10])[C:13]1[CH:14]=[CH:15][CH:16]=[C:17]2[C:21]=1[NH:20][C:19]([C:22]([O:24][CH2:25][CH3:26])=[O:23])=[CH:18]2, predict the reactants needed to synthesize it. The reactants are: [F:1][C:2]([F:28])([F:27])[C:3]1[CH:8]=[CH:7][CH:6]=[CH:5][C:4]=1[S:9]([NH:12][C:13]1[CH:14]=[CH:15][CH:16]=[C:17]2[C:21]=1[NH:20][C:19]([C:22]([O:24][CH2:25][CH3:26])=[O:23])=[CH:18]2)(=[O:11])=[O:10].[C:29](=O)([O-])[O-].[K+].[K+].CI.CCCCCC. (3) The reactants are: Br[C:2]1[O:3][C:4]([C:8]2[N:12]3[N:13]=[C:14]([CH3:22])[CH:15]=[C:16]([CH:17]([CH2:20][CH3:21])[CH2:18][CH3:19])[C:11]3=[N:10][C:9]=2[CH3:23])=[C:5]([CH3:7])[N:6]=1.C(=O)([O-])[O-].[Cs+].[Cs+].[CH3:30][NH:31][CH3:32]. Given the product [CH2:18]([CH:17]([C:16]1[C:11]2[N:12]([C:8]([C:4]3[O:3][C:2]([N:31]([CH3:32])[CH3:30])=[N:6][C:5]=3[CH3:7])=[C:9]([CH3:23])[N:10]=2)[N:13]=[C:14]([CH3:22])[CH:15]=1)[CH2:20][CH3:21])[CH3:19], predict the reactants needed to synthesize it. (4) Given the product [CH3:14][C:11]([C:15]1[NH:19][N:18]=[C:17]([C:20]2[CH:25]=[CH:24][CH:23]=[CH:22][CH:21]=2)[N:16]=1)([CH3:10])[CH2:12][NH2:13], predict the reactants needed to synthesize it. The reactants are: CC(C[AlH]CC(C)C)C.[CH3:10][C:11]([C:15]1[NH:19][N:18]=[C:17]([C:20]2[CH:25]=[CH:24][CH:23]=[CH:22][CH:21]=2)[N:16]=1)([CH3:14])[C:12]#[N:13]. (5) Given the product [CH2:32]([N:36]([CH2:37][CH2:38][CH2:39][CH3:40])[C:17](=[O:19])[CH2:16][N:7]1[C:8]2[C:13](=[CH:12][CH:11]=[C:10]([O:14][CH3:15])[CH:9]=2)[C:5]([C:3](=[O:4])[C:2]([CH3:20])([CH3:1])[CH3:21])=[N:6]1)[CH2:33][CH2:34][CH3:35], predict the reactants needed to synthesize it. The reactants are: [CH3:1][C:2]([CH3:21])([CH3:20])[C:3]([C:5]1[C:13]2[C:8](=[CH:9][C:10]([O:14][CH3:15])=[CH:11][CH:12]=2)[N:7]([CH2:16][C:17]([OH:19])=O)[N:6]=1)=[O:4].C1C=CC2N(O)N=NC=2C=1.[CH2:32]([NH:36][CH2:37][CH2:38][CH2:39][CH3:40])[CH2:33][CH2:34][CH3:35].CCN(C(C)C)C(C)C. (6) Given the product [CH3:39][S:36]([N:33]1[CH2:32][CH2:31][N:30]([C@@H:25]([CH2:24][NH:23][S:20]([C:17]2[CH:18]=[CH:19][C:14]([O:13][CH2:52][C:50]3[CH:49]=[CH:48][N:47]=[C:46]([C:40]4[CH:41]=[CH:42][CH:43]=[CH:44][CH:45]=4)[CH:51]=3)=[CH:15][CH:16]=2)(=[O:21])=[O:22])[C:26]([O:28][CH3:29])=[O:27])[CH2:35][CH2:34]1)(=[O:38])=[O:37], predict the reactants needed to synthesize it. The reactants are: N(C(OCC)=O)=NC(OCC)=O.[OH:13][C:14]1[CH:19]=[CH:18][C:17]([S:20]([NH:23][CH2:24][C@H:25]([N:30]2[CH2:35][CH2:34][N:33]([S:36]([CH3:39])(=[O:38])=[O:37])[CH2:32][CH2:31]2)[C:26]([O:28][CH3:29])=[O:27])(=[O:22])=[O:21])=[CH:16][CH:15]=1.[C:40]1([C:46]2[CH:51]=[C:50]([CH2:52]O)[CH:49]=[CH:48][N:47]=2)[CH:45]=[CH:44][CH:43]=[CH:42][CH:41]=1.C1(P(C2C=CC=CC=2)C2C=CC=CC=2)C=CC=CC=1. (7) Given the product [CH2:33]([N:25]([CH2:16][CH3:17])[CH2:29][CH2:30][O:9][C:6]1[CH:7]=[CH:8][C:3]([O:2][CH3:1])=[C:4]([CH:5]=1)[NH2:10])[CH3:34], predict the reactants needed to synthesize it. The reactants are: [CH3:1][O:2][C:3]1[CH:8]=[CH:7][C:6]([OH:9])=[CH:5][C:4]=1[N+:10]([O-])=O.COC1C=CC(CC([O-])=O)=[CH:17][C:16]=1[N+:25]([O-])=O.[O-][CH2:29][CH3:30].[Na+].Cl.[CH2:33](O)[CH3:34]. (8) Given the product [F:28][C@H:26]([C:22]1[S:21][C:20]2=[N:19][C:18]([C:16]3[O:17][C:13]4[C:14](=[C:9]([OH:8])[CH:10]=[C:11]([O:29][CH3:30])[CH:12]=4)[CH:15]=3)=[CH:25][N:24]2[N:23]=1)[CH3:27], predict the reactants needed to synthesize it. The reactants are: C([O:8][C:9]1[C:14]2[CH:15]=[C:16]([C:18]3[N:19]=[C:20]4[N:24]([CH:25]=3)[N:23]=[C:22]([C@@H:26]([F:28])[CH3:27])[S:21]4)[O:17][C:13]=2[CH:12]=[C:11]([O:29][CH3:30])[CH:10]=1)C1C=CC=CC=1.CC1C(C)=C(C)C(C)=C(C)C=1.ClCCl.B(Cl)(Cl)Cl. (9) Given the product [F:1][C:2]1[CH:11]=[CH:10][C:9]2[S:12][C:13](=[O:14])[N:7]3[C:8]=2[C:3]=1[CH:4]([CH2:15][N:28]1[CH2:27][CH2:26][CH:25]([NH:24][C:17](=[O:18])[O:19][C:20]([CH3:22])([CH3:21])[CH3:23])[CH2:30][CH2:29]1)[CH2:5][CH2:6]3, predict the reactants needed to synthesize it. The reactants are: [F:1][C:2]1[CH:11]=[CH:10][C:9]2[S:12][C:13](=[O:14])[N:7]3[C:8]=2[C:3]=1[CH:4]([CH:15]=O)[CH2:5][CH2:6]3.[C:17]([NH:24][CH:25]1[CH2:30][CH2:29][NH:28][CH2:27][CH2:26]1)([O:19][C:20]([CH3:23])([CH3:22])[CH3:21])=[O:18].